This data is from Reaction yield outcomes from USPTO patents with 853,638 reactions. The task is: Predict the reaction yield, written as a fraction of the theoretical maximum amount of product (1.0 means a 100% yield; for example, 0.34 means a 34% yield). The reactants are [CH:1]([N:14]1[C:22]2[C:17](=[CH:18][C:19]([Cl:23])=[CH:20][CH:21]=2)[C:16]([CH2:24][CH2:25][O:26][C:27]2[CH:35]=[CH:34][C:30]([C:31]([OH:33])=[O:32])=[CH:29][CH:28]=2)=[C:15]1[CH2:36][CH2:37][NH:38][S:39]([CH2:42][C:43]1C=CC=CC=1)(=[O:41])=[O:40])([C:8]1[CH:13]=[CH:12][CH:11]=[CH:10][CH:9]=1)[C:2]1[CH:7]=[CH:6][CH:5]=[CH:4][CH:3]=1.CCN(CC)CC.N1C=CC=CC=1.[CH3:62][N:63]1C=C(S(Cl)(=O)=O)[N:65]=[CH:64]1.C(=O)(O)[O-].[Na+]. The catalyst is C(Cl)Cl.CO.C(Cl)Cl. The product is [CH:1]([N:14]1[C:22]2[C:17](=[CH:18][C:19]([Cl:23])=[CH:20][CH:21]=2)[C:16]([CH2:24][CH2:25][O:26][C:27]2[CH:28]=[CH:29][C:30]([C:31]([OH:33])=[O:32])=[CH:34][CH:35]=2)=[C:15]1[CH2:36][CH2:37][NH:38][S:39]([C:42]1[N:65]=[CH:64][N:63]([CH3:62])[CH:43]=1)(=[O:40])=[O:41])([C:2]1[CH:3]=[CH:4][CH:5]=[CH:6][CH:7]=1)[C:8]1[CH:13]=[CH:12][CH:11]=[CH:10][CH:9]=1. The yield is 0.920.